This data is from Experimentally validated miRNA-target interactions with 360,000+ pairs, plus equal number of negative samples. The task is: Binary Classification. Given a miRNA mature sequence and a target amino acid sequence, predict their likelihood of interaction. (1) The protein sequence of the target gene is MSSDEKGISPAHKTSTPTHRSASSSTSSQRDSRQSIHILERTASSSTEPSVSRQLLEPEPVPLSKEADSWEIIEGLKIGQTNVQKPDKHEGFMLKKRKWPLKGWHKRFFVLDNGMLKYSKAPLDIQKGKVHGSIDVGLSVMSIKKKARRIDLDTEEHIYHLKVKSQDWFDAWVSKLRHHRLYRQNEIVRSPRDASFHIFPSTSTAESSPAANVSVMDGKMQPNSFPWQSPLPCSNSLPATCTTGQSKVAAWLQDSEEMDRCAEDLAHCQSNLVELSKLLQNLEILQRTQSAPNFTDMQAN.... Result: 0 (no interaction). The miRNA is hsa-miR-490-3p with sequence CAACCUGGAGGACUCCAUGCUG. (2) The miRNA is hsa-miR-1470 with sequence GCCCUCCGCCCGUGCACCCCG. The protein sequence of the target gene is MSSPNIWSTGSSVYSTPVFSQKMTVWILLLLSLYPGFTSQKSDDDYEDYASNKTWVLTPKVPEGDVTVILNNLLEGYDNKLRPDIGVKPTLIHTDMYVNSIGPVNAINMEYTIDIFFAQTWYDRRLKFNSTIKVLRLNSNMVGKIWIPDTFFRNSKKADAHWITTPNRMLRIWNDGRVLYTLRLTIDAECQLQLHNFPMDEHSCPLEFSSYGYPREEIVYQWKRSSVEVGDTRSWRLYQFSFVGLRNTTEVVKTTSGDYVVMSVYFDLSRRMGYFTIQTYIPCTLIVVLSWVSFWINKDA.... Result: 1 (interaction).